This data is from Forward reaction prediction with 1.9M reactions from USPTO patents (1976-2016). The task is: Predict the product of the given reaction. (1) Given the reactants [F:1][CH:2]([F:35])[C:3]1[CH:8]=[CH:7][N:6]=[C:5]([NH:9][C:10]2[N:15]=[C:14]([C:16]3[CH:17]=[N:18][C:19]([C@@:22]([C@H:25]4[CH2:30][CH2:29][C@H:28]([C:31]([O-:33])=[O:32])[CH2:27][CH2:26]4)([OH:24])[CH3:23])=[CH:20][CH:21]=3)[CH:13]=[C:12]([CH3:34])[CH:11]=2)[CH:4]=1.[CH2:36]([O:43][C@@H:44]1[C@@H:57]([O:58][CH2:59][C:60]2[CH:65]=[CH:64][CH:63]=[CH:62][CH:61]=2)[C@H:56]([O:66][CH2:67][C:68]2[CH:73]=[CH:72][CH:71]=[CH:70][CH:69]=2)[C@@H:55]([CH2:74]O)[O:54][CH:45]1[O:46][CH2:47][C:48]1[CH:53]=[CH:52][CH:51]=[CH:50][CH:49]=1)[C:37]1[CH:42]=[CH:41][CH:40]=[CH:39][CH:38]=1.C(Cl)CCl.C(N(C(C)C)CC)(C)C, predict the reaction product. The product is: [CH2:36]([O:43][C@@H:44]1[C@@H:57]([O:58][CH2:59][C:60]2[CH:61]=[CH:62][CH:63]=[CH:64][CH:65]=2)[C@H:56]([O:66][CH2:67][C:68]2[CH:73]=[CH:72][CH:71]=[CH:70][CH:69]=2)[C@@H:55]([CH2:74][O:32][C:31]([C@H:28]2[CH2:29][CH2:30][C@H:25]([C@:22]([C:19]3[N:18]=[CH:17][C:16]([C:14]4[CH:13]=[C:12]([CH3:34])[CH:11]=[C:10]([NH:9][C:5]5[CH:4]=[C:3]([CH:2]([F:1])[F:35])[CH:8]=[CH:7][N:6]=5)[N:15]=4)=[CH:21][CH:20]=3)([OH:24])[CH3:23])[CH2:26][CH2:27]2)=[O:33])[O:54][CH:45]1[O:46][CH2:47][C:48]1[CH:49]=[CH:50][CH:51]=[CH:52][CH:53]=1)[C:37]1[CH:42]=[CH:41][CH:40]=[CH:39][CH:38]=1. (2) Given the reactants [H-].[Na+].[CH:3]([O:6][C:7]1[CH:8]=[C:9]2[C:13](=[CH:14][CH:15]=1)[C:12](=O)[N:11]([CH2:17][CH:18]([CH3:20])[CH3:19])[CH:10]2[OH:21])([CH3:5])[CH3:4].[OH2:22], predict the reaction product. The product is: [CH:3]([O:6][C:7]1[CH:8]=[C:9]2[C:13](=[CH:14][CH:15]=1)[CH:12]([CH2:4][C:3]([O:6][CH2:7][CH3:15])=[O:22])[N:11]([CH2:17][CH:18]([CH3:20])[CH3:19])[C:10]2=[O:21])([CH3:5])[CH3:4].